Dataset: NCI-60 drug combinations with 297,098 pairs across 59 cell lines. Task: Regression. Given two drug SMILES strings and cell line genomic features, predict the synergy score measuring deviation from expected non-interaction effect. (1) Synergy scores: CSS=19.9, Synergy_ZIP=-2.17, Synergy_Bliss=1.01, Synergy_Loewe=-7.62, Synergy_HSA=0.624. Drug 1: CC1=CC=C(C=C1)C2=CC(=NN2C3=CC=C(C=C3)S(=O)(=O)N)C(F)(F)F. Drug 2: CCN(CC)CCCC(C)NC1=C2C=C(C=CC2=NC3=C1C=CC(=C3)Cl)OC. Cell line: KM12. (2) Drug 1: CC1=C(C=C(C=C1)NC(=O)C2=CC=C(C=C2)CN3CCN(CC3)C)NC4=NC=CC(=N4)C5=CN=CC=C5. Drug 2: CC1C(C(CC(O1)OC2CC(CC3=C2C(=C4C(=C3O)C(=O)C5=CC=CC=C5C4=O)O)(C(=O)C)O)N)O. Cell line: NCI-H322M. Synergy scores: CSS=43.2, Synergy_ZIP=-0.680, Synergy_Bliss=-0.922, Synergy_Loewe=-35.4, Synergy_HSA=-0.789. (3) Drug 1: CC12CCC3C(C1CCC2O)C(CC4=C3C=CC(=C4)O)CCCCCCCCCS(=O)CCCC(C(F)(F)F)(F)F. Drug 2: CN(CCCl)CCCl.Cl. Cell line: CAKI-1. Synergy scores: CSS=17.7, Synergy_ZIP=-6.35, Synergy_Bliss=1.51, Synergy_Loewe=-7.28, Synergy_HSA=0.680. (4) Drug 1: COCCOC1=C(C=C2C(=C1)C(=NC=N2)NC3=CC=CC(=C3)C#C)OCCOC.Cl. Drug 2: B(C(CC(C)C)NC(=O)C(CC1=CC=CC=C1)NC(=O)C2=NC=CN=C2)(O)O. Cell line: NCIH23. Synergy scores: CSS=69.5, Synergy_ZIP=-3.42, Synergy_Bliss=-4.03, Synergy_Loewe=-2.45, Synergy_HSA=-2.25. (5) Drug 1: CN(C)C1=NC(=NC(=N1)N(C)C)N(C)C. Drug 2: CC1=C(C=C(C=C1)C(=O)NC2=CC(=CC(=C2)C(F)(F)F)N3C=C(N=C3)C)NC4=NC=CC(=N4)C5=CN=CC=C5. Cell line: M14. Synergy scores: CSS=-1.89, Synergy_ZIP=2.54, Synergy_Bliss=3.26, Synergy_Loewe=1.54, Synergy_HSA=-0.360. (6) Drug 1: CC1C(C(CC(O1)OC2CC(CC3=C2C(=C4C(=C3O)C(=O)C5=C(C4=O)C(=CC=C5)OC)O)(C(=O)C)O)N)O.Cl. Drug 2: C#CCC(CC1=CN=C2C(=N1)C(=NC(=N2)N)N)C3=CC=C(C=C3)C(=O)NC(CCC(=O)O)C(=O)O. Cell line: SK-MEL-2. Synergy scores: CSS=-6.38, Synergy_ZIP=-5.28, Synergy_Bliss=-23.2, Synergy_Loewe=-23.0, Synergy_HSA=-23.0.